From a dataset of Reaction yield outcomes from USPTO patents with 853,638 reactions. Predict the reaction yield, written as a fraction of the theoretical maximum amount of product (1.0 means a 100% yield; for example, 0.34 means a 34% yield). (1) The reactants are [Cl:1][C:2]1[CH:3]=[CH:4][C:5]([CH3:10])=[C:6]([O:8][CH3:9])[CH:7]=1.ClC(Cl)(Cl)C(=N)O[CH2:15][N:16]1[C:24](=[O:25])[C:23]2[C:18](=[CH:19][CH:20]=[CH:21][CH:22]=2)[C:17]1=[O:26].FC(F)(F)S(O[Si](C)(C)C)(=O)=O. The catalyst is C(Cl)Cl. The product is [Cl:1][C:2]1[CH:7]=[C:6]([O:8][CH3:9])[C:5]([CH3:10])=[CH:4][C:3]=1[CH2:15][N:16]1[C:24](=[O:25])[C:23]2[C:18](=[CH:19][CH:20]=[CH:21][CH:22]=2)[C:17]1=[O:26]. The yield is 0.430. (2) The reactants are [N:1]12[CH2:8][CH2:7][C:4]([C:9]([C:16]3[S:17][CH:18]=[CH:19][CH:20]=3)([C:11]3[S:12][CH:13]=[CH:14][CH:15]=3)[OH:10])([CH2:5][CH2:6]1)[CH2:3][CH2:2]2.[C:21]1([O:27][CH2:28][CH2:29][Br:30])[CH:26]=[CH:25][CH:24]=[CH:23][CH:22]=1. The catalyst is C(Cl)(Cl)Cl. The product is [Br-:30].[OH:10][C:9]([C:16]1[S:17][CH:18]=[CH:19][CH:20]=1)([C:11]1[S:12][CH:13]=[CH:14][CH:15]=1)[C:4]12[CH2:5][CH2:6][N+:1]([CH2:29][CH2:28][O:27][C:21]3[CH:26]=[CH:25][CH:24]=[CH:23][CH:22]=3)([CH2:8][CH2:7]1)[CH2:2][CH2:3]2. The yield is 0.747. (3) The reactants are [Cl:1][C:2]1[C:3]([O:12][C:13]2[CH:18]=[C:17]([O:19][CH2:20][CH2:21][O:22][CH3:23])[CH:16]=[CH:15][C:14]=2[CH2:24][CH:25]([O:29][CH3:30])[C:26](O)=[O:27])=[N:4][CH:5]=[C:6]([C:8]([F:11])([F:10])[F:9])[CH:7]=1.C(N=C=NCCCN(C)C)C.[CH2:42]([S:47]([NH2:50])(=[O:49])=[O:48])[CH2:43][CH2:44][CH2:45][CH3:46].Cl. The product is [Cl:1][C:2]1[C:3]([O:12][C:13]2[CH:18]=[C:17]([O:19][CH2:20][CH2:21][O:22][CH3:23])[CH:16]=[CH:15][C:14]=2[CH2:24][CH:25]([O:29][CH3:30])[C:26]([NH:50][S:47]([CH2:42][CH2:43][CH2:44][CH2:45][CH3:46])(=[O:49])=[O:48])=[O:27])=[N:4][CH:5]=[C:6]([C:8]([F:11])([F:9])[F:10])[CH:7]=1. The catalyst is ClCCl.CN(C)C1C=CN=CC=1.C(OCC)(=O)C. The yield is 0.230. (4) The reactants are [NH2:1][C:2]1[N:7]=[C:6](Cl)[C:5]([CH2:9][C:10]([O:12]CC)=O)=[C:4]([C:15]([F:18])([F:17])[F:16])[N:3]=1.[CH3:19][O:20][C:21]1[C:26]([CH3:27])=[CH:25][N:24]=[C:23]([CH2:28][NH2:29])[C:22]=1[CH3:30].CCN(C(C)C)C(C)C. The catalyst is CC(O)(C)C. The product is [NH2:1][C:2]1[N:3]=[C:4]([C:15]([F:16])([F:17])[F:18])[C:5]2[CH2:9][C:10](=[O:12])[N:29]([CH2:28][C:23]3[C:22]([CH3:30])=[C:21]([O:20][CH3:19])[C:26]([CH3:27])=[CH:25][N:24]=3)[C:6]=2[N:7]=1. The yield is 0.570. (5) The reactants are Br[C:2]1[C:3]([O:10][CH3:11])=[N:4][C:5]([O:8][CH3:9])=[N:6][CH:7]=1.[N:12]([C:21]([O:23][C:24]([CH3:27])([CH3:26])[CH3:25])=[O:22])=[N:13][C:14]([O:16][C:17]([CH3:20])([CH3:19])[CH3:18])=[O:15]. The catalyst is C1COCC1. The product is [CH3:9][O:8][C:5]1[N:4]=[C:3]([O:10][CH3:11])[C:2]([N:12]([C:21]([O:23][C:24]([CH3:27])([CH3:26])[CH3:25])=[O:22])[NH:13][C:14]([O:16][C:17]([CH3:18])([CH3:19])[CH3:20])=[O:15])=[CH:7][N:6]=1. The yield is 0.750.